From a dataset of Peptide-MHC class II binding affinity with 134,281 pairs from IEDB. Regression. Given a peptide amino acid sequence and an MHC pseudo amino acid sequence, predict their binding affinity value. This is MHC class II binding data. (1) The peptide sequence is FNQMIFVSSIFISFY. The MHC is DRB1_0101 with pseudo-sequence DRB1_0101. The binding affinity (normalized) is 0.429. (2) The peptide sequence is RAPWIEQEGPEYW. The MHC is HLA-DQA10501-DQB10201 with pseudo-sequence HLA-DQA10501-DQB10201. The binding affinity (normalized) is 0.459. (3) The MHC is HLA-DQA10101-DQB10501 with pseudo-sequence HLA-DQA10101-DQB10501. The binding affinity (normalized) is 0.172. The peptide sequence is NIKDNVGKMEDYIKK.